From a dataset of Full USPTO retrosynthesis dataset with 1.9M reactions from patents (1976-2016). Predict the reactants needed to synthesize the given product. (1) Given the product [C:12]([NH:16][C:4]1[CH:3]=[C:2]([Cl:1])[CH:7]=[CH:6][C:5]=1[N+:8]([O-:10])=[O:9])([CH3:15])([CH3:14])[CH3:13], predict the reactants needed to synthesize it. The reactants are: [Cl:1][C:2]1[CH:7]=[CH:6][C:5]([N+:8]([O-:10])=[O:9])=[C:4](F)[CH:3]=1.[C:12]([NH2:16])([CH3:15])([CH3:14])[CH3:13].O. (2) Given the product [C:6]1([NH:3][CH2:4][C:5]2[CH:11]=[CH:12][C:13]([C:14]([O:16][CH3:17])=[O:15])=[CH:18][CH:19]=2)[CH:7]=[CH:14][CH:13]=[CH:12][CH:11]=1, predict the reactants needed to synthesize it. The reactants are: C([N:3]([CH2:6][CH3:7])[CH2:4][CH3:5])C.BrCC1[CH:19]=[CH:18][C:13]([C:14]([O:16][CH3:17])=[O:15])=[CH:12][CH:11]=1. (3) Given the product [CH:1]1([N:7]2[C:11]3[CH:12]=[CH:13][C:14]([C:16]([NH:78][CH:77]([CH2:76][C:75]4[C:82]5[C:72](=[CH:71][CH:70]=[C:69]([OH:68])[CH:83]=5)[NH:73][CH:74]=4)[C:79]([OH:81])=[O:80])=[O:17])=[CH:15][C:10]=3[N:9]=[C:8]2[C:19]2[CH:20]=[C:21]3[C:26](=[CH:27][CH:28]=2)[N:25]=[CH:24][C:23]([C:29]2[CH:30]=[CH:31][CH:32]=[CH:33][CH:34]=2)=[N:22]3)[CH2:6][CH2:5][CH2:4][CH2:3][CH2:2]1, predict the reactants needed to synthesize it. The reactants are: [CH:1]1([N:7]2[C:11]3[CH:12]=[CH:13][C:14]([C:16](O)=[O:17])=[CH:15][C:10]=3[N:9]=[C:8]2[C:19]2[CH:20]=[C:21]3[C:26](=[CH:27][CH:28]=2)[N:25]=[CH:24][C:23]([C:29]2[CH:34]=[CH:33][CH:32]=[CH:31][CH:30]=2)=[N:22]3)[CH2:6][CH2:5][CH2:4][CH2:3][CH2:2]1.CN(C(ON1N=NC2C=CC=CC1=2)=[N+](C)C)C.F[P-](F)(F)(F)(F)F.CCN(C(C)C)C(C)C.[OH:68][C:69]1[CH:83]=[C:82]2[C:72]([NH:73][CH:74]=[C:75]2[CH2:76][C@@H:77]([C:79]([OH:81])=[O:80])[NH2:78])=[CH:71][CH:70]=1.